From a dataset of NCI-60 drug combinations with 297,098 pairs across 59 cell lines. Regression. Given two drug SMILES strings and cell line genomic features, predict the synergy score measuring deviation from expected non-interaction effect. (1) Drug 1: CC(C)NC(=O)C1=CC=C(C=C1)CNNC.Cl. Drug 2: COCCOC1=C(C=C2C(=C1)C(=NC=N2)NC3=CC=CC(=C3)C#C)OCCOC.Cl. Cell line: SNB-75. Synergy scores: CSS=-0.928, Synergy_ZIP=-1.62, Synergy_Bliss=-5.47, Synergy_Loewe=-1.36, Synergy_HSA=-4.57. (2) Drug 1: COC1=C(C=C2C(=C1)N=CN=C2NC3=CC(=C(C=C3)F)Cl)OCCCN4CCOCC4. Drug 2: CC1=C(C(=O)C2=C(C1=O)N3CC4C(C3(C2COC(=O)N)OC)N4)N. Cell line: SK-MEL-5. Synergy scores: CSS=57.0, Synergy_ZIP=-4.99, Synergy_Bliss=-5.51, Synergy_Loewe=-4.95, Synergy_HSA=-1.31. (3) Drug 2: C1CN(CCN1C(=O)CCBr)C(=O)CCBr. Synergy scores: CSS=22.5, Synergy_ZIP=-7.48, Synergy_Bliss=-2.09, Synergy_Loewe=2.53, Synergy_HSA=3.27. Cell line: MDA-MB-231. Drug 1: C1=CN(C(=O)N=C1N)C2C(C(C(O2)CO)O)O.Cl. (4) Drug 1: CCC1=C2CN3C(=CC4=C(C3=O)COC(=O)C4(CC)O)C2=NC5=C1C=C(C=C5)O. Synergy scores: CSS=33.6, Synergy_ZIP=1.86, Synergy_Bliss=2.17, Synergy_Loewe=-45.9, Synergy_HSA=-0.506. Drug 2: CC(C)(C#N)C1=CC(=CC(=C1)CN2C=NC=N2)C(C)(C)C#N. Cell line: MOLT-4. (5) Drug 1: CN1CCC(CC1)COC2=C(C=C3C(=C2)N=CN=C3NC4=C(C=C(C=C4)Br)F)OC. Drug 2: CC1=C(C(=CC=C1)Cl)NC(=O)C2=CN=C(S2)NC3=CC(=NC(=N3)C)N4CCN(CC4)CCO. Cell line: SK-MEL-5. Synergy scores: CSS=-8.15, Synergy_ZIP=2.84, Synergy_Bliss=-4.86, Synergy_Loewe=-8.36, Synergy_HSA=-10.0. (6) Drug 1: CN(CC1=CN=C2C(=N1)C(=NC(=N2)N)N)C3=CC=C(C=C3)C(=O)NC(CCC(=O)O)C(=O)O. Drug 2: C(CCl)NC(=O)N(CCCl)N=O. Cell line: MDA-MB-231. Synergy scores: CSS=12.6, Synergy_ZIP=-5.32, Synergy_Bliss=-2.27, Synergy_Loewe=-1.98, Synergy_HSA=-1.93. (7) Drug 1: CCCCC(=O)OCC(=O)C1(CC(C2=C(C1)C(=C3C(=C2O)C(=O)C4=C(C3=O)C=CC=C4OC)O)OC5CC(C(C(O5)C)O)NC(=O)C(F)(F)F)O. Drug 2: C(CC(=O)O)C(=O)CN.Cl. Cell line: HOP-62. Synergy scores: CSS=64.7, Synergy_ZIP=-2.13, Synergy_Bliss=-4.68, Synergy_Loewe=-14.9, Synergy_HSA=-3.04.